From a dataset of Reaction yield outcomes from USPTO patents with 853,638 reactions. Predict the reaction yield, written as a fraction of the theoretical maximum amount of product (1.0 means a 100% yield; for example, 0.34 means a 34% yield). The reactants are O[C@H]([C@@H](O)C(O)=O)C(O)=O.[S:11]1[CH2:15][CH2:14][NH:13][C@@H:12]1[C:16]([O:18][CH2:19][CH3:20])=[O:17].C([O-])(O)=O.[Na+].CCOCC.[CH3:31][N:32]([CH3:45])[C:33]([C:35]1[CH:36]=[C:37]([S:41](Cl)(=[O:43])=[O:42])[CH:38]=[CH:39][CH:40]=1)=[O:34]. The catalyst is C1COCC1. The product is [CH3:31][N:32]([CH3:45])[C:33]([C:35]1[CH:36]=[C:37]([S:41]([N:13]2[CH2:14][CH2:15][S:11][C@H:12]2[C:16]([O:18][CH2:19][CH3:20])=[O:17])(=[O:43])=[O:42])[CH:38]=[CH:39][CH:40]=1)=[O:34]. The yield is 0.790.